Regression/Classification. Given a drug SMILES string, predict its absorption, distribution, metabolism, or excretion properties. Task type varies by dataset: regression for continuous measurements (e.g., permeability, clearance, half-life) or binary classification for categorical outcomes (e.g., BBB penetration, CYP inhibition). Dataset: cyp2d6_veith. From a dataset of CYP2D6 inhibition data for predicting drug metabolism from PubChem BioAssay. (1) The molecule is CN(C)C(=O)CSc1nnc(Cc2ccc([N+](=O)[O-])cc2)o1. The result is 0 (non-inhibitor). (2) The molecule is Cc1ccc(C(=O)Nc2ccc(N3CCOCC3)nc2)cc1. The result is 0 (non-inhibitor). (3) The drug is O=C(CSc1nc2ccccc2s1)N1c2ccccc2Sc2ccc(C(F)(F)F)cc21. The result is 0 (non-inhibitor). (4) The molecule is CN(C)c1ncc2nc(-c3cc(F)cc(F)c3)c(=O)n(C3CC3)c2n1. The result is 0 (non-inhibitor). (5) The molecule is COc1ccc(C=Nc2c(O)ccc3ccccc23)cc1OC. The result is 0 (non-inhibitor). (6) The molecule is O=C(O)C(Cc1cccs1)C(=O)O. The result is 0 (non-inhibitor). (7) The compound is COC(=O)C1=C(C)NC(C)=C(C(=O)OCCN(C)Cc2ccccc2)[C@H]1c1cccc([N+](=O)[O-])c1. The result is 1 (inhibitor).